Task: Predict which catalyst facilitates the given reaction.. Dataset: Catalyst prediction with 721,799 reactions and 888 catalyst types from USPTO (1) Reactant: [F:1][C:2]([F:11])([F:10])[C:3]1[CH:4]=[C:5]([CH:7]=[CH:8][CH:9]=1)[NH2:6].[Br:12][C:13]1[CH:14]=[C:15]2[C:20](=[C:21]([N+:24]([O-:26])=[O:25])[C:22]=1[CH3:23])[N:19]=[CH:18][N:17]=[C:16]2Cl. Product: [Br:12][C:13]1[CH:14]=[C:15]2[C:20](=[C:21]([N+:24]([O-:26])=[O:25])[C:22]=1[CH3:23])[N:19]=[CH:18][N:17]=[C:16]2[NH:6][C:5]1[CH:7]=[CH:8][CH:9]=[C:3]([C:2]([F:10])([F:11])[F:1])[CH:4]=1. The catalyst class is: 41. (2) Reactant: [F:1][C:2]1[CH:3]=[C:4]([CH:35]=[CH:36][C:37]=1[F:38])[CH2:5][N:6]1[C:12](=[O:13])[CH:11]([NH:14][C:15](=[O:34])[C@@H:16]([C@H:19]2[C@@H:24]([OH:25])[C@@H:23](/[CH:26]=[CH:27]/[C:28]([CH3:31])([CH3:30])[CH3:29])[O:22]C(C)(C)[O:20]2)[O:17][CH3:18])[CH2:10][S:9][CH2:8][CH2:7]1.[OH-].[Na+]. Product: [F:1][C:2]1[CH:3]=[C:4]([CH:35]=[CH:36][C:37]=1[F:38])[CH2:5][N:6]1[C:12](=[O:13])[CH:11]([NH:14][C:15](=[O:34])[C@H:16]([O:17][CH3:18])[C@H:19]([OH:20])[C@@H:24]([OH:25])[C@H:23]([OH:22])/[CH:26]=[CH:27]/[C:28]([CH3:31])([CH3:29])[CH3:30])[CH2:10][S:9][CH2:8][CH2:7]1. The catalyst class is: 295. (3) Reactant: [C:1]([C:4]1[C:5]([O:17]CC=C(Cl)Cl)=[C:6]([Cl:16])[CH:7]=[C:8]([O:10][CH2:11][CH:12]=[C:13]([Cl:15])[Cl:14])[CH:9]=1)(=[O:3])[CH3:2].O. Product: [C:1]([C:4]1[C:5]([OH:17])=[C:6]([Cl:16])[CH:7]=[C:8]([O:10][CH2:11][CH:12]=[C:13]([Cl:15])[Cl:14])[CH:9]=1)(=[O:3])[CH3:2]. The catalyst class is: 715. (4) Reactant: [CH:1]([C:3]1[N:8]=[C:7]([C:9]2[CH:29]=[CH:28][CH:27]=[CH:26][C:10]=2[CH2:11][N:12]([C:20]2[CH:25]=[CH:24][CH:23]=[CH:22][CH:21]=2)[C:13](=[O:19])[O:14][C:15]([CH3:18])([CH3:17])[CH3:16])[CH:6]=[CH:5][CH:4]=1)=O.[CH:30]([C:33]1[CH:39]=[CH:38][CH:37]=[C:36]([CH:40]([CH3:42])[CH3:41])[C:34]=1[NH2:35])([CH3:32])[CH3:31].O.C1(C)C=CC(S(O)(=O)=O)=CC=1. Product: [CH:40]([C:36]1[CH:37]=[CH:38][CH:39]=[C:33]([CH:30]([CH3:32])[CH3:31])[C:34]=1/[N:35]=[CH:1]/[C:3]1[N:8]=[C:7]([C:9]2[CH:29]=[CH:28][CH:27]=[CH:26][C:10]=2[CH2:11][N:12]([C:20]2[CH:21]=[CH:22][CH:23]=[CH:24][CH:25]=2)[C:13](=[O:19])[O:14][C:15]([CH3:17])([CH3:16])[CH3:18])[CH:6]=[CH:5][CH:4]=1)([CH3:42])[CH3:41]. The catalyst class is: 7.